From a dataset of Catalyst prediction with 721,799 reactions and 888 catalyst types from USPTO. Predict which catalyst facilitates the given reaction. (1) Reactant: C([N:8](CC1C=CC=CC=1)[C@@H:9]([C:13](=[O:18])[C:14]([CH3:17])([CH3:16])[CH3:15])[C:10]([O-:12])=[O:11])C1C=CC=CC=1.[C:34](O[C:34]([O:36][C:37]([CH3:40])([CH3:39])[CH3:38])=[O:35])([O:36][C:37]([CH3:40])([CH3:39])[CH3:38])=[O:35].[CH3:41][CH2:42]O. Product: [C:37]([O:36][C:34]([NH:8][C@@H:9]([C:13](=[O:18])[C:14]([CH3:15])([CH3:16])[CH3:17])[C:10]([O:12][CH2:41][CH3:42])=[O:11])=[O:35])([CH3:38])([CH3:39])[CH3:40]. The catalyst class is: 723. (2) Reactant: [NH2:1][C@H:2]1[CH2:7][CH2:6][C@H:5]([NH:8][C:9]2[CH:28]=[CH:27][C:26]([N+:29]([O-:31])=[O:30])=[CH:25][C:10]=2[C:11]([NH:13][CH2:14][C:15]2[CH:20]=[CH:19][C:18]([O:21][CH3:22])=[C:17]([O:23][CH3:24])[CH:16]=2)=[O:12])[CH2:4][CH2:3]1.[CH:32](OCC)=[O:33]. Product: [CH3:24][O:23][C:17]1[CH:16]=[C:15]([CH:20]=[CH:19][C:18]=1[O:21][CH3:22])[CH2:14][NH:13][C:11](=[O:12])[C:10]1[CH:25]=[C:26]([N+:29]([O-:31])=[O:30])[CH:27]=[CH:28][C:9]=1[NH:8][C@H:5]1[CH2:6][CH2:7][C@H:2]([NH:1][CH:32]=[O:33])[CH2:3][CH2:4]1. The catalyst class is: 9. (3) Reactant: [Cl:1][C:2]1[CH:3]=[N:4][C:5]([N:8]2[CH2:13][CH2:12][CH:11]([O:14][C:15]3[S:16][C:17]4[CH:23]=[C:22]([CH:24]5[CH2:29][CH2:28][N:27](C(OC(C)(C)C)=O)[CH2:26][CH2:25]5)[CH:21]=[CH:20][C:18]=4[N:19]=3)[CH2:10][CH2:9]2)=[N:6][CH:7]=1.C(O)(C(F)(F)F)=O. Product: [Cl:1][C:2]1[CH:7]=[N:6][C:5]([N:8]2[CH2:13][CH2:12][CH:11]([O:14][C:15]3[S:16][C:17]4[CH:23]=[C:22]([CH:24]5[CH2:29][CH2:28][NH:27][CH2:26][CH2:25]5)[CH:21]=[CH:20][C:18]=4[N:19]=3)[CH2:10][CH2:9]2)=[N:4][CH:3]=1. The catalyst class is: 2. (4) Reactant: [S:1]1[CH:5]=[C:4]([CH2:6][C@@H:7]([C:19]2[N:23]([C@@H:24]([CH2:29][CH2:30][CH2:31][CH3:32])[C:25]([O:27]C)=[O:26])[N:22]=[N:21][N:20]=2)[NH:8][C:9]([O:11][CH2:12][C:13]2[CH:18]=[CH:17][CH:16]=[CH:15][CH:14]=2)=[O:10])[C:3]2[CH:33]=[CH:34][CH:35]=[CH:36][C:2]1=2.CO.[OH-].[Li+].Cl. Product: [S:1]1[CH:5]=[C:4]([CH2:6][C@@H:7]([C:19]2[N:23]([C@@H:24]([CH2:29][CH2:30][CH2:31][CH3:32])[C:25]([OH:27])=[O:26])[N:22]=[N:21][N:20]=2)[NH:8][C:9]([O:11][CH2:12][C:13]2[CH:18]=[CH:17][CH:16]=[CH:15][CH:14]=2)=[O:10])[C:3]2[CH:33]=[CH:34][CH:35]=[CH:36][C:2]1=2. The catalyst class is: 1. (5) Reactant: C(OC([N:8]1[CH2:14][CH2:13][C:12]2[CH:15]=[C:16]([NH:19][C:20]3[N:37]=[C:23]4[CH:24]=[CH:25][CH:26]=[C:27]([C:28]5[CH:33]=[CH:32][CH:31]=[CH:30][C:29]=5[CH2:34][O:35][CH3:36])[N:22]4[N:21]=3)[CH:17]=[CH:18][C:11]=2[CH2:10][CH2:9]1)=O)(C)(C)C. Product: [CH3:36][O:35][CH2:34][C:29]1[CH:30]=[CH:31][CH:32]=[CH:33][C:28]=1[C:27]1[N:22]2[N:21]=[C:20]([NH:19][C:16]3[CH:17]=[CH:18][C:11]4[CH2:10][CH2:9][NH:8][CH2:14][CH2:13][C:12]=4[CH:15]=3)[N:37]=[C:23]2[CH:24]=[CH:25][CH:26]=1. The catalyst class is: 330. (6) Reactant: [Cl:1][C:2]1[CH:25]=[CH:24][C:5]([CH2:6][N:7]2[CH:12]=[C:11]([CH:13]([OH:22])[C:14]3[CH:19]=[CH:18][CH:17]=[C:16]([O:20][CH3:21])[CH:15]=3)[CH:10]=[CH:9][C:8]2=[O:23])=[CH:4][CH:3]=1. Product: [Cl:1][C:2]1[CH:3]=[CH:4][C:5]([CH2:6][N:7]2[CH:12]=[C:11]([C:13](=[O:22])[C:14]3[CH:19]=[CH:18][CH:17]=[C:16]([O:20][CH3:21])[CH:15]=3)[CH:10]=[CH:9][C:8]2=[O:23])=[CH:24][CH:25]=1. The catalyst class is: 485. (7) Reactant: C(OC([N:8]1[CH2:13][CH2:12][N:11]([C:14]([C:16]2[S:20][C:19]([NH:21][C:22](=[O:36])[C:23]([NH:26][C:27](=[O:35])[C:28]3[CH:33]=[CH:32][C:31]([F:34])=[CH:30][CH:29]=3)([CH3:25])[CH3:24])=[N:18][C:17]=2[C:37]2[CH:42]=[CH:41][CH:40]=[CH:39][CH:38]=2)=[O:15])[CH2:10][CH2:9]1)=O)(C)(C)C.C(O)(C(F)(F)F)=O. Product: [F:34][C:31]1[CH:30]=[CH:29][C:28]([C:27]([NH:26][C:23]([CH3:25])([C:22](=[O:36])[NH:21][C:19]2[S:20][C:16]([C:14]([N:11]3[CH2:12][CH2:13][NH:8][CH2:9][CH2:10]3)=[O:15])=[C:17]([C:37]3[CH:38]=[CH:39][CH:40]=[CH:41][CH:42]=3)[N:18]=2)[CH3:24])=[O:35])=[CH:33][CH:32]=1. The catalyst class is: 4.